From a dataset of Catalyst prediction with 721,799 reactions and 888 catalyst types from USPTO. Predict which catalyst facilitates the given reaction. (1) Reactant: [F:1][C:2]1[CH:9]=[CH:8][C:5]([C:6]#[N:7])=[C:4]([N:10]2[CH2:14][C:13]([CH3:16])([CH3:15])[N:12](CC3C=CC(OC)=CC=3)[S:11]2(=[O:27])=[O:26])[CH:3]=1.FC(F)(F)C(O)=O. Product: [CH3:15][C:13]1([CH3:16])[NH:12][S:11](=[O:27])(=[O:26])[N:10]([C:4]2[CH:3]=[C:2]([F:1])[CH:9]=[CH:8][C:5]=2[C:6]#[N:7])[CH2:14]1. The catalyst class is: 98. (2) Reactant: [Li+].[CH3:2]C([N-]C(C)C)C.C1CCCCC1.[CH2:15]([O:22][C:23](=[O:39])[CH2:24][CH2:25][CH:26]1[CH2:31][CH2:30][N:29]([C:32]([O:34][C:35]([CH3:38])([CH3:37])[CH3:36])=[O:33])[CH2:28][CH2:27]1)[C:16]1[CH:21]=[CH:20][CH:19]=[CH:18][CH:17]=1.IC. The catalyst class is: 116. Product: [CH2:15]([O:22][C:23](=[O:39])[CH:24]([CH3:2])[CH2:25][CH:26]1[CH2:31][CH2:30][N:29]([C:32]([O:34][C:35]([CH3:36])([CH3:38])[CH3:37])=[O:33])[CH2:28][CH2:27]1)[C:16]1[CH:21]=[CH:20][CH:19]=[CH:18][CH:17]=1. (3) Reactant: [O:1]=[C:2]1[NH:7][CH:6]=[C:5]([CH2:8][N:9]2[C:17]3[C:12](=[CH:13][CH:14]=[CH:15][CH:16]=3)[C:11]3([C:29]4[C:20](=[CH:21][C:22]5[O:27][CH2:26][CH2:25][O:24][C:23]=5[CH:28]=4)[O:19][CH2:18]3)[C:10]2=[O:30])[CH:4]=[CH:3]1.[H-].[Na+].I[CH3:34]. Product: [CH3:34][N:7]1[C:2](=[O:1])[CH:3]=[CH:4][C:5]([CH2:8][N:9]2[C:17]3[C:12](=[CH:13][CH:14]=[CH:15][CH:16]=3)[C:11]3([C:29]4[C:20](=[CH:21][C:22]5[O:27][CH2:26][CH2:25][O:24][C:23]=5[CH:28]=4)[O:19][CH2:18]3)[C:10]2=[O:30])=[CH:6]1. The catalyst class is: 35. (4) Reactant: [Br:1][C:2]1[CH:10]=[C:9]([CH3:11])[C:5]([C:6]([OH:8])=O)=[C:4]([CH3:12])[CH:3]=1.C(Cl)(=O)C(Cl)=O.CCN(CC)CC.[N:26]1([CH:31]2[CH2:36][CH2:35][NH:34][CH2:33][CH2:32]2)[CH2:30][CH2:29][CH2:28][CH2:27]1. Product: [Br:1][C:2]1[CH:3]=[C:4]([CH3:12])[C:5]([C:6]([N:34]2[CH2:35][CH2:36][CH:31]([N:26]3[CH2:30][CH2:29][CH2:28][CH2:27]3)[CH2:32][CH2:33]2)=[O:8])=[C:9]([CH3:11])[CH:10]=1. The catalyst class is: 59. (5) Reactant: [CH3:1][CH2:2][CH2:3][CH2:4][NH:5][C:6]1[CH:7]=[C:8]([C:23]([OH:25])=[O:24])[CH:9]=[C:10]([S:19]([NH2:22])(=[O:21])=[O:20])[C:11]=1[O:12][C:13]1[CH:14]=[CH:15][CH:16]=[CH:17][CH:18]=1.[CH2:26](Cl)[C:27]1[CH:32]=[CH:31][CH:30]=[CH:29][CH:28]=1.C(N(CC)CC)C. Product: [NH2:22][S:19]([C:10]1[CH:9]=[C:8]([CH:7]=[C:6]([NH:5][CH2:4][CH2:3][CH2:2][CH3:1])[C:11]=1[O:12][C:13]1[CH:18]=[CH:17][CH:16]=[CH:15][CH:14]=1)[C:23]([O:25][CH2:26][C:27]1[CH:32]=[CH:31][CH:30]=[CH:29][CH:28]=1)=[O:24])(=[O:21])=[O:20]. The catalyst class is: 204. (6) Reactant: [CH3:1][O:2][C:3]1[CH:4]=[C:5]([CH2:20][C:21]([OH:23])=O)[CH:6]=[CH:7][C:8]=1[NH:9][C:10]([NH:12]C1C=CC=CC=1C)=[O:11].C[C:25]1[C:33]([N+:34]([O-:36])=[O:35])=[C:32]([O:37][CH2:38][CH2:39][NH2:40])[CH:31]=[CH:30][C:26]=1[C:27]([OH:29])=[O:28].CCN([CH2:46][CH3:47])CC.Cl. Product: [N+:34]([C:33]1[CH:25]=[C:26]([CH:30]=[CH:31][C:32]=1[O:37][CH2:38][CH2:39][NH:40][C:21](=[O:23])[CH2:20][C:5]1[CH:6]=[CH:7][C:8]([N:9]([C:5]2[CH:4]=[CH:3][CH:8]=[CH:7][C:46]=2[CH3:47])[C:10]([NH2:12])=[O:11])=[C:3]([O:2][CH3:1])[CH:4]=1)[C:27]([OH:29])=[O:28])([O-:36])=[O:35]. The catalyst class is: 3. (7) Reactant: [NH2:1][C:2]([C:4]1[CH:5]=[CH:6][CH:7]=[C:8]2[C:13]=1[N:12]=[CH:11][N:10]=[C:9]2[NH:14][CH:15]1[CH:20]([C:21]2[CH:26]=[CH:25][C:24]([CH3:27])=[C:23]([F:28])[CH:22]=2)[CH2:19][CH2:18][N:17](C(OCC2C=CC=CC=2)=O)[CH2:16]1)=[O:3].C(O)=O. Product: [F:28][C:23]1[CH:22]=[C:21]([C@@H:20]2[CH2:19][CH2:18][NH:17][CH2:16][C@H:15]2[NH:14][C:9]2[C:8]3[C:13](=[C:4]([C:2]([NH2:1])=[O:3])[CH:5]=[CH:6][CH:7]=3)[N:12]=[CH:11][N:10]=2)[CH:26]=[CH:25][C:24]=1[CH3:27]. The catalyst class is: 320. (8) Reactant: [Cl:1][C:2]1[CH:29]=[CH:28][C:5]([C:6]([C:8]2[CH:27]=[CH:26][C:11]([O:12][C:13]([CH3:25])([CH3:24])[C:14]([O:16]CC3C=CC=CC=3)=[O:15])=[CH:10][CH:9]=2)=[O:7])=[CH:4][CH:3]=1.[OH-].[K+]. Product: [Cl:1][C:2]1[CH:29]=[CH:28][C:5]([C:6]([C:8]2[CH:27]=[CH:26][C:11]([O:12][C:13]([CH3:25])([CH3:24])[C:14]([OH:16])=[O:15])=[CH:10][CH:9]=2)=[O:7])=[CH:4][CH:3]=1. The catalyst class is: 8. (9) Reactant: [OH:1][C:2]1[CH:11]=[C:10]2[C:5]([C:6]([O:12][C:13]3[CH:18]=[C:17]([CH3:19])[C:16]([CH3:20])=[CH:15][C:14]=3[C:21](=[O:23])[CH3:22])=[CH:7][CH:8]=[N:9]2)=[CH:4][C:3]=1[O:24][CH3:25].Br[CH2:27][CH2:28][CH2:29][Cl:30].C(=O)([O-])[O-].[K+].[K+].O. Product: [Cl:30][CH2:29][CH2:28][CH2:27][O:1][C:2]1[CH:11]=[C:10]2[C:5]([C:6]([O:12][C:13]3[CH:18]=[C:17]([CH3:19])[C:16]([CH3:20])=[CH:15][C:14]=3[C:21](=[O:23])[CH3:22])=[CH:7][CH:8]=[N:9]2)=[CH:4][C:3]=1[O:24][CH3:25]. The catalyst class is: 9.